This data is from Forward reaction prediction with 1.9M reactions from USPTO patents (1976-2016). The task is: Predict the product of the given reaction. (1) Given the reactants [N+:1]([C:4]1[N:5]=[C:6]2[N:11]([CH:12]=1)[CH2:10][CH2:9][C@@H:8]([CH2:13][O:14][C:15]1[CH:20]=[CH:19][C:18]([N:21]3[CH2:26][CH2:25][CH:24]([NH:27][C:28]4[CH:33]=[CH:32][C:31]([O:34][CH2:35][C:36]5[CH:41]=[CH:40][C:39]([O:42][C:43]([F:46])([F:45])[F:44])=[CH:38][CH:37]=5)=[CH:30][CH:29]=4)[CH2:23][CH2:22]3)=[CH:17][CH:16]=1)[O:7]2)([O-:3])=[O:2].C=O.[C:49](O[BH-](OC(=O)C)OC(=O)C)(=O)C.[Na+].C(=O)([O-])O.[Na+], predict the reaction product. The product is: [CH3:49][N:27]([CH:24]1[CH2:23][CH2:22][N:21]([C:18]2[CH:17]=[CH:16][C:15]([O:14][CH2:13][C@H:8]3[O:7][C:6]4=[N:5][C:4]([N+:1]([O-:3])=[O:2])=[CH:12][N:11]4[CH2:10][CH2:9]3)=[CH:20][CH:19]=2)[CH2:26][CH2:25]1)[C:28]1[CH:33]=[CH:32][C:31]([O:34][CH2:35][C:36]2[CH:37]=[CH:38][C:39]([O:42][C:43]([F:46])([F:45])[F:44])=[CH:40][CH:41]=2)=[CH:30][CH:29]=1. (2) Given the reactants Cl[C:2]1[CH:7]=[C:6]([Cl:8])[C:5]([N+:9]([O-:11])=[O:10])=[CH:4][C:3]=1[N+:12]([O-:14])=[O:13].[CH3:15][O:16][C:17]1[CH:23]=[CH:22][C:20]([NH2:21])=[CH:19][CH:18]=1.C([O-])([O-])=O.[K+].[K+], predict the reaction product. The product is: [Cl:8][C:6]1[C:5]([N+:9]([O-:11])=[O:10])=[CH:4][C:3]([N+:12]([O-:14])=[O:13])=[C:2]([CH:7]=1)[NH:21][C:20]1[CH:22]=[CH:23][C:17]([O:16][CH3:15])=[CH:18][CH:19]=1. (3) Given the reactants [CH3:1][C:2]1[CH:6]=[CH:5][O:4][C:3]=1[C:7]([OH:9])=O.C(N(CC)C(C)C)(C)C.F[P-](F)(F)(F)(F)F.N1(O[P+](N(C)C)(N(C)C)N(C)C)C2C=CC=CC=2N=N1.[NH2:46][C:47]1[CH:48]=[C:49]([CH:53]2[CH2:67][N:57]3[C:58](=[O:66])[NH:59][C:60]4[CH:61]=[CH:62][CH:63]=[CH:64][C:65]=4[C:56]3=[N:55][CH2:54]2)[CH:50]=[CH:51][CH:52]=1, predict the reaction product. The product is: [CH3:1][C:2]1[CH:6]=[CH:5][O:4][C:3]=1[C:7]([NH:46][C:47]1[CH:52]=[CH:51][CH:50]=[C:49]([CH:53]2[CH2:67][N:57]3[C:58](=[O:66])[NH:59][C:60]4[CH:61]=[CH:62][CH:63]=[CH:64][C:65]=4[C:56]3=[N:55][CH2:54]2)[CH:48]=1)=[O:9]. (4) Given the reactants [NH:1]1[CH:5]=[C:4]([CH2:6][C:7]#[N:8])[CH:3]=[N:2]1.Br[CH2:10][C:11]1[CH:16]=[CH:15][C:14]([NH:17][C:18](=[O:23])[C:19]([CH3:22])([CH3:21])[CH3:20])=[CH:13][C:12]=1[CH2:24][S:25][C:26]([CH3:29])([CH3:28])[CH3:27].C(=O)([O-])[O-].[Cs+].[Cs+], predict the reaction product. The product is: [C:26]([S:25][CH2:24][C:12]1[CH:13]=[C:14]([NH:17][C:18](=[O:23])[C:19]([CH3:22])([CH3:21])[CH3:20])[CH:15]=[CH:16][C:11]=1[CH2:10][N:1]1[CH:5]=[C:4]([CH2:6][C:7]#[N:8])[CH:3]=[N:2]1)([CH3:29])([CH3:28])[CH3:27]. (5) Given the reactants [C:1]([O:5][C:6]([N:8]1[CH2:13][CH2:12][CH:11]([NH:14][S:15]([C:18]2[CH:23]=[CH:22][CH:21]=[CH:20][C:19]=2[N+:24]([O-:26])=[O:25])(=[O:17])=[O:16])[CH2:10][CH2:9]1)=[O:7])([CH3:4])([CH3:3])[CH3:2].[C:27](=O)([O-])[O-].[Cs+].[Cs+].IC, predict the reaction product. The product is: [C:1]([O:5][C:6]([N:8]1[CH2:9][CH2:10][CH:11]([N:14]([CH3:27])[S:15]([C:18]2[CH:23]=[CH:22][CH:21]=[CH:20][C:19]=2[N+:24]([O-:26])=[O:25])(=[O:17])=[O:16])[CH2:12][CH2:13]1)=[O:7])([CH3:4])([CH3:2])[CH3:3].